Dataset: Forward reaction prediction with 1.9M reactions from USPTO patents (1976-2016). Task: Predict the product of the given reaction. (1) Given the reactants [I:1][C:2]1[CH:28]=[CH:27][C:5]([NH:6][CH:7]([C:9]2[CH:14]=[CH:13][C:12]([O:15][CH2:16][C:17]3[CH:18]=[N:19][C:20]([O:23][CH3:24])=[CH:21][CH:22]=3)=[C:11]([O:25][CH3:26])[CH:10]=2)[CH3:8])=[C:4]([N+:29]([O-])=O)[CH:3]=1.[Cl-].[NH4+].CO.O, predict the reaction product. The product is: [I:1][C:2]1[CH:3]=[C:4]([NH2:29])[C:5]([NH:6][CH:7]([C:9]2[CH:14]=[CH:13][C:12]([O:15][CH2:16][C:17]3[CH:18]=[N:19][C:20]([O:23][CH3:24])=[CH:21][CH:22]=3)=[C:11]([O:25][CH3:26])[CH:10]=2)[CH3:8])=[CH:27][CH:28]=1. (2) Given the reactants [C:1]([O:12][CH3:13])(=[O:11])[C:2]1[CH:10]=[CH:9][C:5]([C:6]([O-:8])=O)=[CH:4][CH:3]=1.C(Cl)CCl.C1C=CC2N(O)N=NC=2C=1.CCN(C(C)C)C(C)C.O[NH:38][C:39](=[NH:46])[C:40]1[CH:45]=[CH:44][CH:43]=[CH:42][CH:41]=1, predict the reaction product. The product is: [C:40]1([C:39]2[N:46]=[C:6]([C:5]3[CH:4]=[CH:3][C:2]([C:1]([O:12][CH3:13])=[O:11])=[CH:10][CH:9]=3)[O:8][N:38]=2)[CH:45]=[CH:44][CH:43]=[CH:42][CH:41]=1. (3) The product is: [CH3:15][S:16][C:17]1[CH:22]=[CH:21][C:20]([C:2]2[C:6]3[CH:7]=[C:8]([C:11]([O:13][CH3:14])=[O:12])[CH:9]=[CH:10][C:5]=3[O:4][CH:3]=2)=[CH:19][CH:18]=1. Given the reactants Br[C:2]1[C:6]2[CH:7]=[C:8]([C:11]([O:13][CH3:14])=[O:12])[CH:9]=[CH:10][C:5]=2[O:4][CH:3]=1.[CH3:15][S:16][C:17]1[CH:22]=[CH:21][C:20](B(O)O)=[CH:19][CH:18]=1, predict the reaction product. (4) The product is: [Cl:1][C:2]1[C:3]([F:35])=[CH:4][C:5]([O:33][CH3:34])=[C:6]([C:8]2[C:17]3[C:12](=[CH:13][C:14]([S:18]([NH:46][C:43]4[CH:44]=[CH:45][O:41][N:42]=4)(=[O:19])=[O:20])=[CH:15][CH:16]=3)[CH:11]=[CH:10][N:9]=2)[CH:7]=1. Given the reactants [Cl:1][C:2]1[C:3]([F:35])=[CH:4][C:5]([O:33][CH3:34])=[C:6]([C:8]2[C:17]3[C:12](=[CH:13][C:14]([S:18](OC4C(F)=C(F)C(F)=C(F)C=4F)(=[O:20])=[O:19])=[CH:15][CH:16]=3)[CH:11]=[CH:10][N:9]=2)[CH:7]=1.C1COCC1.[O:41]1[CH:45]=[CH:44][C:43]([NH2:46])=[N:42]1.C[Si]([N-][Si](C)(C)C)(C)C.[Li+], predict the reaction product. (5) Given the reactants [C:1]1([S:7](Cl)(=[O:9])=[O:8])[CH:6]=[CH:5][CH:4]=[CH:3][CH:2]=1.[OH-].[Na+].[Cl:13][C:14]1[C:19]2[CH:20]=[CH:21][NH:22][C:18]=2[CH:17]=[CH:16][N:15]=1, predict the reaction product. The product is: [C:1]1([S:7]([N:22]2[C:18]3[CH:17]=[CH:16][N:15]=[C:14]([Cl:13])[C:19]=3[CH:20]=[CH:21]2)(=[O:9])=[O:8])[CH:6]=[CH:5][CH:4]=[CH:3][CH:2]=1. (6) Given the reactants [CH3:1][N:2]([CH2:22][CH2:23][N:24]1[CH2:28][CH2:27][CH2:26][CH2:25]1)[S:3]([C:6]1[CH:11]=[CH:10][C:9]([NH:12][C:13]2[N:18]=[CH:17][C:16]([N+:19]([O-])=O)=[CH:15][N:14]=2)=[CH:8][CH:7]=1)(=[O:5])=[O:4], predict the reaction product. The product is: [NH2:19][C:16]1[CH:17]=[N:18][C:13]([NH:12][C:9]2[CH:10]=[CH:11][C:6]([S:3]([N:2]([CH3:1])[CH2:22][CH2:23][N:24]3[CH2:28][CH2:27][CH2:26][CH2:25]3)(=[O:5])=[O:4])=[CH:7][CH:8]=2)=[N:14][CH:15]=1. (7) The product is: [C:26]([O:25][C:24]([NH:23][C:20]([CH3:21])([CH3:22])[CH2:19][CH2:18][N:3]1[C:7]2[CH:8]=[CH:9][CH:10]=[C:11]([C:12]([O:14][CH2:15][CH3:16])=[O:13])[C:6]=2[N:5]=[CH:4]1)=[O:30])([CH3:29])([CH3:28])[CH3:27]. Given the reactants [H-].[Na+].[NH:3]1[C:7]2[CH:8]=[CH:9][CH:10]=[C:11]([C:12]([O:14][CH2:15][CH3:16])=[O:13])[C:6]=2[N:5]=[CH:4]1.Cl[CH2:18][CH2:19][C:20]([NH:23][C:24](=[O:30])[O:25][C:26]([CH3:29])([CH3:28])[CH3:27])([CH3:22])[CH3:21], predict the reaction product. (8) Given the reactants Cl[C:2]1[C:11]2[C:6](=[CH:7][CH:8]=[CH:9][C:10]=2[F:12])[N:5]=[CH:4][N:3]=1.[NH2:13][C:14]1[CH:19]=[CH:18][C:17]([OH:20])=[C:16]([F:21])[CH:15]=1, predict the reaction product. The product is: [F:21][C:16]1[CH:15]=[C:14]([NH:13][C:2]2[C:11]3[C:6](=[CH:7][CH:8]=[CH:9][C:10]=3[F:12])[N:5]=[CH:4][N:3]=2)[CH:19]=[CH:18][C:17]=1[OH:20]. (9) Given the reactants CC1(C)C(C)(C)OB([C:9]2[C:10]([C:14]([F:17])([F:16])[F:15])=[N:11][NH:12][CH:13]=2)O1.Cl[C:20]1[C:29]([N:30]([CH:32]([CH3:34])[CH3:33])[CH3:31])=[N:28][C:27]2[C:22](=[CH:23][CH:24]=[C:25]([C:35]([O:37][CH3:38])=[O:36])[CH:26]=2)[N:21]=1.C(=O)([O-])[O-].[Na+].[Na+], predict the reaction product. The product is: [CH:32]([N:30]([CH3:31])[C:29]1[C:20]([C:9]2[C:10]([C:14]([F:15])([F:16])[F:17])=[N:11][NH:12][CH:13]=2)=[N:21][C:22]2[C:27]([N:28]=1)=[CH:26][C:25]([C:35]([O:37][CH3:38])=[O:36])=[CH:24][CH:23]=2)([CH3:34])[CH3:33]. (10) Given the reactants [N+:1]([C:4]1[C:5]([C:9]([OH:11])=O)=[N:6][NH:7][CH:8]=1)([O-:3])=[O:2].[F:12][C:13]1[CH:19]=[CH:18][C:16]([NH2:17])=[CH:15][CH:14]=1.C(Cl)CCl.C1C=CC2N(O)N=NC=2C=1, predict the reaction product. The product is: [F:12][C:13]1[CH:19]=[CH:18][C:16]([NH:17][C:9]([C:5]2[C:4]([N+:1]([O-:3])=[O:2])=[CH:8][NH:7][N:6]=2)=[O:11])=[CH:15][CH:14]=1.